From a dataset of Full USPTO retrosynthesis dataset with 1.9M reactions from patents (1976-2016). Predict the reactants needed to synthesize the given product. (1) Given the product [CH2:1]([OH:19])[CH3:2].[C:1]([OH:20])(=[O:19])[CH2:2][CH2:3][CH2:4][CH2:5][CH2:6][CH2:7][CH2:8]/[CH:9]=[CH:10]\[CH2:11][CH2:12][CH2:13][CH2:14][CH2:15][CH2:16][CH2:17][CH3:18], predict the reactants needed to synthesize it. The reactants are: [C:1]([OH:20])(=[O:19])[CH2:2][CH2:3][CH2:4][CH2:5][CH2:6][CH2:7][CH2:8]/[CH:9]=[CH:10]\[CH2:11][CH2:12][CH2:13][CH2:14][CH2:15][CH2:16][CH2:17][CH3:18]. (2) Given the product [F:1][C:2]1[CH:19]=[CH:18][C:5]([CH2:6][NH:7][C:8]([C:10]2[C:15]([OH:16])=[C:14]([I:21])[CH:13]=[CH:12][N:11]=2)=[O:9])=[CH:4][CH:3]=1, predict the reactants needed to synthesize it. The reactants are: [F:1][C:2]1[CH:19]=[CH:18][C:5]([CH2:6][NH:7][C:8]([C:10]2[C:15]([OH:16])=[C:14](Cl)[CH:13]=[CH:12][N:11]=2)=[O:9])=[CH:4][CH:3]=1.[Na+].[I-:21].I.C(=O)(O)[O-].[Na+]. (3) Given the product [Cl:15][C:10]1[CH:11]=[CH:12][CH:13]=[CH:14][C:9]=1[CH:7]1[CH2:8][CH:6]1[C:4]([OH:17])=[O:5], predict the reactants needed to synthesize it. The reactants are: CON(C)[C:4]([CH:6]1[CH2:8][CH:7]1[C:9]1[CH:14]=[CH:13][CH:12]=[CH:11][C:10]=1[Cl:15])=[O:5].[OH2:17].[OH-].[Na+].